Dataset: Catalyst prediction with 721,799 reactions and 888 catalyst types from USPTO. Task: Predict which catalyst facilitates the given reaction. (1) Reactant: [CH2:1]1[CH:6]([NH2:7])[CH2:5][CH2:4][CH:3]([OH:8])[CH2:2]1.[CH3:9][C:10]([O:13][C:14](O[C:14]([O:13][C:10]([CH3:12])([CH3:11])[CH3:9])=[O:15])=[O:15])([CH3:12])[CH3:11]. Product: [CH3:9][C:10]([O:13][C:14]([NH:7][CH:6]1[CH2:5][CH2:4][CH:3]([OH:8])[CH2:2][CH2:1]1)=[O:15])([CH3:12])[CH3:11]. The catalyst class is: 2. (2) Reactant: [CH:1]1([C:4]([NH:6][C:7]2[N:8]=[C:9]3[CH:14]=[CH:13][C:12]([O:15][C:16]4[CH:17]=[CH:18][C:19]([F:32])=[C:20]([NH:22][C:23]([C:25]5[N:29]([CH3:30])[N:28]=[C:27]([CH3:31])[CH:26]=5)=[O:24])[CH:21]=4)=[N:11][N:10]3[CH:33]=2)=[O:5])CC1.CO.[ClH:36].[CH3:37][N:38]1[CH2:43][CH2:42][N:41](CC(O)=O)[CH2:40][CH2:39]1.Cl.CN(C)CCCN=C=NCC.ON1C2C=CC=CC=2N=N1.C(N(C(C)C)C(C)C)C.C(=O)([O-])O.[Na+]. Product: [ClH:36].[ClH:36].[F:32][C:19]1[CH:18]=[CH:17][C:16]([O:15][C:12]2[CH:13]=[CH:14][C:9]3[N:10]([CH:33]=[C:7]([NH:6][C:4](=[O:5])[CH2:1][N:41]4[CH2:42][CH2:43][N:38]([CH3:37])[CH2:39][CH2:40]4)[N:8]=3)[N:11]=2)=[CH:21][C:20]=1[NH:22][C:23]([C:25]1[N:29]([CH3:30])[N:28]=[C:27]([CH3:31])[CH:26]=1)=[O:24]. The catalyst class is: 9. (3) Reactant: [NH2:1][C:2]1[CH:3]=[C:4]([C:8]([N:10]2[CH2:14][CH2:13][CH:12]([OH:15])[CH2:11]2)=[O:9])[CH:5]=[CH:6][CH:7]=1.[CH2:16]([O:18][C:19]1[C:20](=O)[C:21](=[O:26])[C:22]=1[O:23]CC)[CH3:17]. Product: [CH2:16]([O:18][C:19]1[C:22](=[O:23])[C:21](=[O:26])[C:20]=1[NH:1][C:2]1[CH:7]=[CH:6][CH:5]=[C:4]([C:8]([N:10]2[CH2:14][CH2:13][CH:12]([OH:15])[CH2:11]2)=[O:9])[CH:3]=1)[CH3:17]. The catalyst class is: 8.